Dataset: Peptide-MHC class II binding affinity with 134,281 pairs from IEDB. Task: Regression. Given a peptide amino acid sequence and an MHC pseudo amino acid sequence, predict their binding affinity value. This is MHC class II binding data. (1) The peptide sequence is SVGLGKVLIDILAGYGAGVA. The MHC is DRB1_0301 with pseudo-sequence DRB1_0301. The binding affinity (normalized) is 0.629. (2) The peptide sequence is EDKFLANVSTVLTGK. The MHC is DRB1_1101 with pseudo-sequence DRB1_1101. The binding affinity (normalized) is 0.522. (3) The peptide sequence is LKRMAVSGDDCVVRP. The MHC is DRB5_0101 with pseudo-sequence DRB5_0101. The binding affinity (normalized) is 0.750. (4) The binding affinity (normalized) is 0.174. The peptide sequence is DEFFECFKYLLIQGH. The MHC is DRB1_1302 with pseudo-sequence DRB1_1302. (5) The peptide sequence is KFGVAKKANVYAVKV. The MHC is DRB5_0101 with pseudo-sequence DRB5_0101. The binding affinity (normalized) is 0.664. (6) The peptide sequence is RGLSSRKRRSHDVLT. The MHC is DRB1_0301 with pseudo-sequence DRB1_0301. The binding affinity (normalized) is 0. (7) The peptide sequence is QEALEDFREFSRAKGL. The MHC is DRB1_1501 with pseudo-sequence DRB1_1501. The binding affinity (normalized) is 0.539. (8) The peptide sequence is ANWIEIMRIKKLTIT. The MHC is DRB4_0101 with pseudo-sequence DRB4_0103. The binding affinity (normalized) is 0.662.